From a dataset of Catalyst prediction with 721,799 reactions and 888 catalyst types from USPTO. Predict which catalyst facilitates the given reaction. (1) Reactant: [C:1](Cl)([C:14]1[CH:19]=[CH:18][CH:17]=[CH:16][CH:15]=1)([C:8]1[CH:13]=[CH:12][CH:11]=[CH:10][CH:9]=1)[C:2]1[CH:7]=[CH:6][CH:5]=[CH:4][CH:3]=1.[CH3:21][C:22]1[NH:23][CH:24]=[C:25]([CH3:27])[N:26]=1.C(N(CC)CC)C. Product: [CH3:21][C:22]1[N:23]([C:1]([C:14]2[CH:19]=[CH:18][CH:17]=[CH:16][CH:15]=2)([C:8]2[CH:13]=[CH:12][CH:11]=[CH:10][CH:9]=2)[C:2]2[CH:7]=[CH:6][CH:5]=[CH:4][CH:3]=2)[CH:24]=[C:25]([CH3:27])[N:26]=1. The catalyst class is: 4. (2) Reactant: CC(OI1(OC(C)=O)(OC(C)=O)[O:14][C:12](=[O:13])[C:11]2[CH:10]=[CH:9][CH:8]=[CH:7][C:6]1=2)=O.[C:23]([O:31][CH2:32][C@@H:33]1[O:37][CH:36](C2C=CC=CC=2C([O-])=O)[C@H:35]([OH:47])[C@@H:34]1C1C=CC=CC=1C([O-])=O)(=[O:30])[C:24]1[CH:29]=[CH:28][CH:27]=[CH:26][CH:25]=1.[CH3:57][CH2:58][CH2:59][CH2:60][CH2:61][CH3:62].[C:63]([O:66]CC)(=[O:65])C. Product: [C:63]([O:66][CH:36]1[C:35](=[O:47])[C@H:32]([O:31][C:23](=[O:30])[C:24]2[CH:25]=[CH:26][CH:27]=[CH:28][CH:29]=2)[C@@H:33]([CH2:34][O:14][C:12](=[O:13])[C:11]2[CH:6]=[CH:7][CH:8]=[CH:9][CH:10]=2)[O:37]1)(=[O:65])[C:59]1[CH:58]=[CH:57][CH:62]=[CH:61][CH:60]=1. The catalyst class is: 2. (3) Reactant: [ClH:1].[CH3:2][N:3]([CH3:17])[CH2:4][CH:5]1[CH2:10][CH2:9][CH2:8][CH:7]=[C:6]1[C:11]1[CH:12]=[N:13][CH:14]=[CH:15][CH:16]=1. Product: [ClH:1].[CH3:2][N:3]([CH3:17])[CH2:4][C@@H:5]1[CH2:10][CH2:9][CH2:8][CH2:7][C@@H:6]1[C:11]1[CH:12]=[N:13][CH:14]=[CH:15][CH:16]=1. The catalyst class is: 19. (4) Reactant: [CH:1]1([C:4]2[NH:8][N:7]=[C:6]([NH:9][C:10]3[C:17]([F:18])=[CH:16][C:13]([C:14]#[N:15])=[C:12]([NH:19][C@H:20]([C:23]4[CH:28]=[CH:27][C:26]([F:29])=[CH:25][CH:24]=4)[CH2:21][OH:22])[N:11]=3)[CH:5]=2)[CH2:3][CH2:2]1.Cl. Product: [NH2:15][CH2:14][C:13]1[C:12]([NH:19][C@H:20]([C:23]2[CH:24]=[CH:25][C:26]([F:29])=[CH:27][CH:28]=2)[CH2:21][OH:22])=[N:11][C:10]([NH:9][C:6]2[CH:5]=[C:4]([CH:1]3[CH2:3][CH2:2]3)[NH:8][N:7]=2)=[C:17]([F:18])[CH:16]=1. The catalyst class is: 19. (5) Reactant: [C:1](Cl)(=[O:4])[CH2:2][CH3:3].C(N(CC)CC)C.[F:13][C:14]1[CH:19]=[C:18]([N+:20]([O-:22])=[O:21])[CH:17]=[CH:16][C:15]=1[N:23]1[CH2:28][CH2:27][NH:26][CH2:25][CH2:24]1.O. Product: [F:13][C:14]1[CH:19]=[C:18]([N+:20]([O-:22])=[O:21])[CH:17]=[CH:16][C:15]=1[N:23]1[CH2:28][CH2:27][N:26]([C:1](=[O:4])[CH2:2][CH3:3])[CH2:25][CH2:24]1. The catalyst class is: 367. (6) Reactant: COC(=O)[O:4][CH:5]1[C:11]2=[N:12][CH:13]=[C:14]([NH:16][C:17]([O:19][CH2:20][CH3:21])=[O:18])[CH:15]=[C:10]2[CH2:9][CH2:8][CH2:7][CH2:6]1.C([O-])([O-])=O.[K+].[K+]. The catalyst class is: 24. Product: [CH2:20]([O:19][C:17](=[O:18])[NH:16][C:14]1[CH:15]=[C:10]2[CH2:9][CH2:8][CH2:7][CH2:6][CH:5]([OH:4])[C:11]2=[N:12][CH:13]=1)[CH3:21]. (7) Reactant: [CH3:1][C:2]1[N:6]([CH2:7][C:8]2[CH:9]=[C:10]([N:14]3[CH2:19][CH2:18][NH:17][CH2:16][CH2:15]3)[CH:11]=[CH:12][CH:13]=2)[N:5]=[C:4]([C:20]2[O:24][N:23]=[C:22]([C:25]3[CH:30]=[CH:29][C:28]([O:31][C:32]([F:35])([F:34])[F:33])=[CH:27][CH:26]=3)[N:21]=2)[N:3]=1.[OH:36][CH2:37][C:38](O)=[O:39].CCN(C(C)C)C(C)C.CN(C(ON1N=NC2C=CC=NC1=2)=[N+](C)C)C.F[P-](F)(F)(F)(F)F. Product: [OH:39][CH2:38][C:37]([N:17]1[CH2:16][CH2:15][N:14]([C:10]2[CH:11]=[CH:12][CH:13]=[C:8]([CH2:7][N:6]3[C:2]([CH3:1])=[N:3][C:4]([C:20]4[O:24][N:23]=[C:22]([C:25]5[CH:30]=[CH:29][C:28]([O:31][C:32]([F:33])([F:35])[F:34])=[CH:27][CH:26]=5)[N:21]=4)=[N:5]3)[CH:9]=2)[CH2:19][CH2:18]1)=[O:36]. The catalyst class is: 18. (8) Product: [CH2:1]([O:3][C:4]([C:6]1([CH2:20][C:19]#[N:22])[CH2:11][CH2:10][N:9]([C:12]([O:14][C:15]([CH3:17])([CH3:16])[CH3:18])=[O:13])[CH2:8][CH2:7]1)=[O:5])[CH3:2]. The catalyst class is: 7. Reactant: [CH2:1]([O:3][C:4]([CH:6]1[CH2:11][CH2:10][N:9]([C:12]([O:14][C:15]([CH3:18])([CH3:17])[CH3:16])=[O:13])[CH2:8][CH2:7]1)=[O:5])[CH3:2].[CH:19]([N-:22]C(C)C)(C)[CH3:20].[Li+].BrCC#N. (9) Reactant: [Br:1][C:2]1[CH:3]=[C:4]([CH2:8][CH2:9][CH2:10]O)[CH:5]=[CH:6][CH:7]=1.C(N(C(C)C)CC)(C)C.CS(Cl)(=O)=O.Cl.[N:27]1([C:33]([O:35][CH2:36][C:37]([NH:39][CH3:40])=[O:38])=[O:34])[CH2:32][CH2:31][NH:30][CH2:29][CH2:28]1.C(=O)([O-])[O-].[K+].[K+]. Product: [Br:1][C:2]1[CH:3]=[C:4]([CH2:8][CH2:9][CH2:10][N:30]2[CH2:29][CH2:28][N:27]([C:33]([O:35][CH2:36][C:37]([NH:39][CH3:40])=[O:38])=[O:34])[CH2:32][CH2:31]2)[CH:5]=[CH:6][CH:7]=1. The catalyst class is: 4.